This data is from Microsomal clearance measurements from AstraZeneca. The task is: Regression/Classification. Given a drug SMILES string, predict its absorption, distribution, metabolism, or excretion properties. Task type varies by dataset: regression for continuous measurements (e.g., permeability, clearance, half-life) or binary classification for categorical outcomes (e.g., BBB penetration, CYP inhibition). For this dataset (clearance_microsome_az), we predict log10(clearance) (log10 of the in vitro intrinsic clearance, CLint, in uL/min per mg of human liver microsomal protein, equivalently mL/min/g; values are censored to the assay range of 3 to 150, which is 0.477 to 2.18 on this log10 scale). (1) The drug is O=C(NO)c1ccccc1O. The log10(clearance) is 0.480. (2) The molecule is CC[C@@H](Nc1c(Nc2cccc(C(=O)N(C)C)c2O)c(=O)c1=O)c1ccccc1. The log10(clearance) is 0.480. (3) The drug is N#CC1(NC(=O)[C@@H]2CCCC[C@H]2C(=O)N2CCN(c3nc4ccncc4s3)CC2)CC1. The log10(clearance) is 1.25. (4) The compound is CN(C)CC(O)COc1ccc(Nc2ncc(Cl)c(Nc3ccccc3)n2)cc1. The log10(clearance) is 0.700. (5) The compound is Cc1nn(-c2ccc(F)cc2)c(NS(=O)(=O)c2cccnc2)c1C(=O)N[C@@H](C)C(C)(C)C. The log10(clearance) is 0.480. (6) The drug is O=C(Nc1nc2ccccc2n1CCN1CCOCC1)c1cccc([N+](=O)[O-])c1. The log10(clearance) is 1.75.